Dataset: Full USPTO retrosynthesis dataset with 1.9M reactions from patents (1976-2016). Task: Predict the reactants needed to synthesize the given product. (1) Given the product [ClH:19].[ClH:19].[CH2:1]([N:3]1[CH2:8][CH2:7][N:6]([C:9]2[C:18]3[C:13](=[CH:14][CH:15]=[CH:16][CH:17]=3)[N:12]=[C:11]([C:25]3[CH:26]=[CH:27][C:22]([O:21][CH3:20])=[CH:23][CH:24]=3)[N:10]=2)[CH2:5][CH2:4]1)[CH3:2], predict the reactants needed to synthesize it. The reactants are: [CH2:1]([N:3]1[CH2:8][CH2:7][N:6]([C:9]2[C:18]3[C:13](=[CH:14][CH:15]=[CH:16][CH:17]=3)[N:12]=[C:11]([Cl:19])[N:10]=2)[CH2:5][CH2:4]1)[CH3:2].[CH3:20][O:21][C:22]1[CH:27]=[CH:26][C:25](OB(O)O)=[CH:24][CH:23]=1.C(=O)([O-])[O-].[Na+].[Na+]. (2) Given the product [Cl:1][C:2]1[C:3]([O:22][S:32]([C:35]([F:38])([F:37])[F:36])(=[O:34])=[O:33])=[C:4]([CH:9]=[C:10]([CH2:13][C:14]2[CH:15]=[CH:16][C:17]([O:20][CH3:21])=[CH:18][CH:19]=2)[C:11]=1[CH3:12])[C:5]([O:7][CH3:8])=[O:6], predict the reactants needed to synthesize it. The reactants are: [Cl:1][C:2]1[C:3]([OH:22])=[C:4]([CH:9]=[C:10]([CH2:13][C:14]2[CH:19]=[CH:18][C:17]([O:20][CH3:21])=[CH:16][CH:15]=2)[C:11]=1[CH3:12])[C:5]([O:7][CH3:8])=[O:6].[H-].[Na+].C1C=CC(N([S:32]([C:35]([F:38])([F:37])[F:36])(=[O:34])=[O:33])[S:32]([C:35]([F:38])([F:37])[F:36])(=[O:34])=[O:33])=CC=1.Cl.